This data is from Forward reaction prediction with 1.9M reactions from USPTO patents (1976-2016). The task is: Predict the product of the given reaction. (1) Given the reactants N[C:2]1[CH:11]=[C:10]([Br:12])[CH:9]=[CH:8][C:3]=1[C:4]([O:6][CH3:7])=[O:5].S(=O)(=O)(O)O.N([O-])=O.[Na+].[I-:22].[K+].[OH-].[Na+].S([O-])([O-])=O.[Na+].[Na+].[Cl-].[Na+], predict the reaction product. The product is: [Br:12][C:10]1[CH:9]=[CH:8][C:3]([C:4]([O:6][CH3:7])=[O:5])=[C:2]([I:22])[CH:11]=1. (2) Given the reactants [F:1][C:2]([F:7])([F:6])[C:3]([OH:5])=[O:4].[F:8][C:9]([F:14])([F:13])[C:10]([OH:12])=[O:11].[F:15][C:16]([F:21])([F:20])[C:17]([OH:19])=[O:18].FC(F)(F)C(O)=O.[Cl:29][C:30]1[CH:31]=[N:32][C:33]2[NH:34][C:35]3[CH:36]=[N:37][CH:38]=[C:39]([CH:60]=3)[CH2:40][CH2:41][C:42]3[CH:50]=[C:46]([NH:47][C:48]=1[N:49]=2)[CH:45]=[CH:44][C:43]=3[NH:51][CH2:52][CH2:53][CH:54]1[CH2:59][CH2:58][NH:57][CH2:56][CH2:55]1.[CH3:61][C:62]1[O:66][N:65]=[C:64]([C:67](Cl)=[O:68])[CH:63]=1, predict the reaction product. The product is: [F:1][C:2]([F:7])([F:6])[C:3]([OH:5])=[O:4].[F:8][C:9]([F:14])([F:13])[C:10]([OH:12])=[O:11].[F:15][C:16]([F:21])([F:20])[C:17]([OH:19])=[O:18].[Cl:29][C:30]1[CH:31]=[N:32][C:33]2[NH:34][C:35]3[CH:36]=[N:37][CH:38]=[C:39]([CH:60]=3)[CH2:40][CH2:41][C:42]3[CH:50]=[C:46]([NH:47][C:48]=1[N:49]=2)[CH:45]=[CH:44][C:43]=3[NH:51][CH2:52][CH2:53][CH:54]1[CH2:55][CH2:56][N:57]([C:67]([C:64]2[CH:63]=[C:62]([CH3:61])[O:66][N:65]=2)=[O:68])[CH2:58][CH2:59]1. (3) The product is: [CH2:1]([O:8][C:9]1[CH:10]=[CH:11][C:12]([C:15]([C:17]2[CH:22]=[CH:21][C:20]([O:23][CH3:24])=[CH:19][C:18]=2[O:25][C:27]([CH3:36])([CH3:35])[C:28]([O:30][C:31]([CH3:34])([CH3:33])[CH3:32])=[O:29])=[O:16])=[CH:13][CH:14]=1)[C:2]1[CH:7]=[CH:6][CH:5]=[CH:4][CH:3]=1. Given the reactants [CH2:1]([O:8][C:9]1[CH:14]=[CH:13][C:12]([C:15]([C:17]2[CH:22]=[CH:21][C:20]([O:23][CH3:24])=[CH:19][C:18]=2[OH:25])=[O:16])=[CH:11][CH:10]=1)[C:2]1[CH:7]=[CH:6][CH:5]=[CH:4][CH:3]=1.Br[C:27]([CH3:36])([CH3:35])[C:28]([O:30][C:31]([CH3:34])([CH3:33])[CH3:32])=[O:29].C(=O)([O-])[O-].[K+].[K+].S([O-])([O-])(=O)=O.[Mg+2], predict the reaction product. (4) Given the reactants [NH2:1][CH:2]([CH2:6][NH:7][C:8]([C:10]1[CH:11]=[C:12]2[C:16](=[CH:17][CH:18]=1)[N:15]([CH2:19][CH2:20][CH2:21][NH:22][C:23]1[NH:24][CH:25]=[CH:26][N:27]=1)[N:14]=[CH:13]2)=[O:9])[C:3]([OH:5])=[O:4].C(N(CC)CC)C.CS(C)=O.[C:39]([NH:46][CH2:47][CH2:48][CH2:49][CH2:50][CH2:51][C:52](ON1C(=O)CCC1=O)=[O:53])([O:41][C:42]([CH3:45])([CH3:44])[CH3:43])=[O:40], predict the reaction product. The product is: [C:42]([O:41][C:39]([NH:46][CH2:47][CH2:48][CH2:49][CH2:50][CH2:51][C:52]([NH:1][CH:2]([CH2:6][NH:7][C:8]([C:10]1[CH:11]=[C:12]2[C:16](=[CH:17][CH:18]=1)[N:15]([CH2:19][CH2:20][CH2:21][NH:22][C:23]1[NH:24][CH:25]=[CH:26][N:27]=1)[N:14]=[CH:13]2)=[O:9])[C:3]([OH:5])=[O:4])=[O:53])=[O:40])([CH3:45])([CH3:44])[CH3:43].